Dataset: Full USPTO retrosynthesis dataset with 1.9M reactions from patents (1976-2016). Task: Predict the reactants needed to synthesize the given product. (1) Given the product [C:33]([OH:39])(=[O:32])[CH3:34].[C:14]([C:11]1[CH:12]=[CH:13][C:8]([NH:7][CH:6]([C:5]2[NH:4][C:3](=[O:37])[N:46]([C:41]3[C:40]([O:39][CH3:38])=[CH:45][CH:44]=[CH:43][N:42]=3)[N:47]=2)[C:20]2[CH:25]=[CH:24][C:23]([O:26][CH2:27][C:28]([NH:29][CH3:30])=[O:31])=[C:22]([O:32][CH2:33][CH3:34])[CH:21]=2)=[CH:9][CH:10]=1)(=[NH:18])[NH2:15], predict the reactants needed to synthesize it. The reactants are: CO[C:3](=[O:37])[N:4]=[C:5](SC)[C:6]([C:20]1[CH:25]=[CH:24][C:23]([O:26][CH2:27][C:28](=[O:31])[NH:29][CH3:30])=[C:22]([O:32][CH2:33][CH3:34])[CH:21]=1)=[N:7][C:8]1[CH:13]=[CH:12][C:11]([C:14]2[N:18]=C(C)O[N:15]=2)=[CH:10][CH:9]=1.[CH3:38][O:39][C:40]1[C:41]([NH:46][NH2:47])=[N:42][CH:43]=[CH:44][CH:45]=1. (2) Given the product [Cl:1][C:2]1[CH:7]=[CH:6][C:5]([F:8])=[C:4]([C:15]#[C:14][Si:11]([CH3:13])([CH3:12])[CH3:10])[CH:3]=1, predict the reactants needed to synthesize it. The reactants are: [Cl:1][C:2]1[CH:7]=[CH:6][C:5]([F:8])=[C:4](Br)[CH:3]=1.[CH3:10][Si:11]([C:14]#[CH:15])([CH3:13])[CH3:12]. (3) Given the product [CH2:1]([N:8]1[C:9]2[C:10](=[CH:11][C:12]([O:15][CH2:16][C:17]#[CH:18])=[CH:13][CH:14]=2)[C:19]([C:21]2[CH:26]=[CH:25][C:24]([CH:27]3[CH2:29][CH2:28]3)=[CH:23][CH:22]=2)=[N:32][C:31]1=[O:30])[C:2]1[CH:7]=[CH:6][CH:5]=[CH:4][CH:3]=1, predict the reactants needed to synthesize it. The reactants are: [CH2:1]([NH:8][C:9]1[CH:14]=[CH:13][C:12]([O:15][CH2:16][C:17]#[CH:18])=[CH:11][C:10]=1[C:19]([C:21]1[CH:26]=[CH:25][C:24]([CH:27]2[CH2:29][CH2:28]2)=[CH:23][CH:22]=1)=O)[C:2]1[CH:7]=[CH:6][CH:5]=[CH:4][CH:3]=1.[O-:30][C:31]#[N:32].[Na+]. (4) Given the product [NH2:9][C:8]1[C:3]([OH:2])=[N:4][C:5]([S:14][CH2:15][CH2:16][CH3:17])=[N:6][C:7]=1[OH:13], predict the reactants needed to synthesize it. The reactants are: Cl.[OH:2][C:3]1[C:8]([NH:9]C(=O)C)=[C:7]([OH:13])[N:6]=[C:5]([S:14][CH2:15][CH2:16][CH3:17])[N:4]=1. (5) Given the product [C:11]([C:2]1[CH:9]=[CH:8][C:5]([C:6]#[N:7])=[C:4]([F:10])[CH:3]=1)(=[O:13])[CH3:12], predict the reactants needed to synthesize it. The reactants are: Br[C:2]1[CH:9]=[CH:8][C:5]([C:6]#[N:7])=[C:4]([F:10])[CH:3]=1.[CH:11]([O:13]CCCC)=[CH2:12].C(N(CC)CC)C.C([O-])(=O)C.[Tl+].Cl. (6) Given the product [CH2:24]([O:23][C:21]([CH:20]1[C:14](=[O:17])[CH2:13][CH2:12][N:11]([C:9]([O:8][CH2:1][C:2]2[CH:3]=[CH:4][CH:5]=[CH:6][CH:7]=2)=[O:10])[CH2:16][CH2:15]1)=[O:22])[CH3:25], predict the reactants needed to synthesize it. The reactants are: [CH2:1]([O:8][C:9]([N:11]1[CH2:16][CH2:15][C:14](=[O:17])[CH2:13][CH2:12]1)=[O:10])[C:2]1[CH:7]=[CH:6][CH:5]=[CH:4][CH:3]=1.[N+](=[CH:20][C:21]([O:23][CH2:24][CH3:25])=[O:22])=[N-].C(=O)([O-])[O-].[K+].[K+]. (7) Given the product [CH2:19]([O:1][C:2]1[CH:9]=[CH:8][C:5]([CH:6]=[O:7])=[CH:4][CH:3]=1)[CH2:18][CH2:17][CH2:16][CH2:15][CH2:14][CH2:13][CH2:12][CH2:11][CH2:9][CH2:2][CH2:3][CH3:4], predict the reactants needed to synthesize it. The reactants are: [OH:1][C:2]1[CH:9]=[CH:8][C:5]([CH:6]=[O:7])=[CH:4][CH:3]=1.Br[CH2:11][CH2:12][CH2:13][CH2:14][CH2:15][CH2:16][CH2:17][CH2:18][CH3:19]. (8) Given the product [F:19][C:13]1([F:18])[C:12]([CH3:20])([CH3:21])[C:11]2[C:10]3[CH2:22][CH2:23][NH:6][CH2:7][CH2:8][C:9]=3[CH:17]=[CH:16][C:15]=2[CH2:14]1, predict the reactants needed to synthesize it. The reactants are: C(OC([N:6]1[CH2:23][CH2:22][C:10]2[C:11]3[C:12]([CH3:21])([CH3:20])[C:13]([F:19])([F:18])[CH2:14][C:15]=3[CH:16]=[CH:17][C:9]=2[CH2:8][CH2:7]1)=O)C.[Si](I)(C)(C)C. (9) Given the product [N:15]1[CH:16]=[CH:17][C:12]([N:1]2[C:9]3[C:4](=[CH:5][CH:6]=[CH:7][CH:8]=3)[CH:3]=[CH:2]2)=[CH:13][CH:14]=1, predict the reactants needed to synthesize it. The reactants are: [NH:1]1[C:9]2[C:4](=[CH:5][CH:6]=[CH:7][CH:8]=2)[CH:3]=[CH:2]1.Cl.Br[C:12]1[CH:17]=[CH:16][N:15]=[CH:14][CH:13]=1.CC(C)([O-])C.[Na+].CC(N(C)C)=O. (10) Given the product [NH2:45][C:34]1[C:33]([O:32][CH2:31][CH:28]2[CH2:29][CH2:30][N:25]([C:15]3[N:16]=[C:17]([O:19][C@H:20]([CH3:24])[CH2:21][O:22][CH3:23])[N:18]=[C:13]([CH:2]([C:1]#[N:5])[C:3]#[N:4])[N:14]=3)[CH2:26][CH2:27]2)=[CH:38][C:37]([C:39]2[N:40]=[CH:41][N:42]([CH3:44])[CH:43]=2)=[CH:36][N:35]=1, predict the reactants needed to synthesize it. The reactants are: [C:1](#[N:5])[CH2:2][C:3]#[N:4].C([O-])([O-])=O.[K+].[K+].Cl[C:13]1[N:18]=[C:17]([O:19][C@H:20]([CH3:24])[CH2:21][O:22][CH3:23])[N:16]=[C:15]([N:25]2[CH2:30][CH2:29][CH:28]([CH2:31][O:32][C:33]3[C:34]([NH2:45])=[N:35][CH:36]=[C:37]([C:39]4[N:40]=[CH:41][N:42]([CH3:44])[CH:43]=4)[CH:38]=3)[CH2:27][CH2:26]2)[N:14]=1.C(Cl)Cl.